From a dataset of Reaction yield outcomes from USPTO patents with 853,638 reactions. Predict the reaction yield, written as a fraction of the theoretical maximum amount of product (1.0 means a 100% yield; for example, 0.34 means a 34% yield). (1) The reactants are [F:1][C:2]([F:18])([F:17])[C:3]1[O:7][N:6]=[C:5]([C:8]2[S:12][C:11]([C:13]([OH:15])=O)=[CH:10][CH:9]=2)[C:4]=1[CH3:16].[C:19]([CH:21]1[CH2:26][CH2:25][NH:24][CH2:23][CH2:22]1)#[N:20].C1COCC1.N1CCCCC1. The catalyst is C(N(CC)CC)C. The product is [CH3:16][C:4]1[C:5]([C:8]2[S:12][C:11]([C:13]([N:24]3[CH2:25][CH2:26][CH:21]([C:19]#[N:20])[CH2:22][CH2:23]3)=[O:15])=[CH:10][CH:9]=2)=[N:6][O:7][C:3]=1[C:2]([F:1])([F:18])[F:17]. The yield is 0.610. (2) The reactants are [I:1][C:2]1[CH:9]=[CH:8][C:5]([CH:6]=[O:7])=[CH:4][CH:3]=1.O.C[CH2:12][O:13]CC.[CH3:16]O. The catalyst is Cl[Ti](Cl)(Cl)Cl. The product is [I:1][C:2]1[CH:9]=[CH:8][C:5]([CH:6]([O:13][CH3:12])[O:7][CH3:16])=[CH:4][CH:3]=1. The yield is 0.960. (3) The reactants are [O:1]=[S:2]1(=[O:11])[CH2:7][CH2:6][CH:5]([C:8](O)=[O:9])[CH2:4][CH2:3]1.CN(C=O)C.C(Cl)(=O)C(Cl)=O.[CH2:23]([O:25][C:26]#[CH:27])[CH3:24]. The catalyst is C(Cl)Cl.C1COCC1.C(N(CC)CC)C. The product is [CH2:26]([O:25][C:23]1[C:5]2([CH2:6][CH2:7][S:2](=[O:11])(=[O:1])[CH2:3][CH2:4]2)[C:8](=[O:9])[CH:24]=1)[CH3:27]. The yield is 0.670. (4) The reactants are [CH3:1][O:2][CH2:3][C@H:4]([CH3:31])[O:5][C:6]1[CH:7]=[C:8]([C:23]2[NH:27][C:26]([C:28](O)=[O:29])=[CH:25][CH:24]=2)[CH:9]=[C:10]([O:12][C:13]2[CH:14]=[N:15][C:16]([S:19]([CH3:22])(=[O:21])=[O:20])=[CH:17][CH:18]=2)[CH:11]=1.Cl.[CH3:33][O:34][C:35](=[O:40])[C@H:36]([CH2:38][OH:39])[NH2:37].C1C=CC2N(O)N=NC=2C=1.O.CN1CCOCC1.CCN=C=NCCCN(C)C.Cl. The catalyst is C(Cl)Cl.CN(C)C=O. The product is [CH3:1][O:2][CH2:3][C@H:4]([CH3:31])[O:5][C:6]1[CH:7]=[C:8]([C:23]2[NH:27][C:26]([C:28]([NH:37][C@H:36]([C:35]([O:34][CH3:33])=[O:40])[CH2:38][OH:39])=[O:29])=[CH:25][CH:24]=2)[CH:9]=[C:10]([O:12][C:13]2[CH:14]=[N:15][C:16]([S:19]([CH3:22])(=[O:21])=[O:20])=[CH:17][CH:18]=2)[CH:11]=1. The yield is 0.970.